Dataset: Forward reaction prediction with 1.9M reactions from USPTO patents (1976-2016). Task: Predict the product of the given reaction. (1) Given the reactants C(O[C:4](=[O:8])[O:5][CH2:6][CH3:7])C.[H-].[Na+].[CH3:11][O:12][C:13]1[CH:31]=[CH:30][C:16]([CH2:17][N:18]2[CH:22]=[C:21]([C:23](=[O:25])[CH3:24])[C:20]([CH:26]([OH:29])[CH2:27][CH3:28])=[N:19]2)=[CH:15][CH:14]=1.Cl, predict the reaction product. The product is: [CH2:6]([O:5][C:4](=[O:8])[CH2:24][C:23]([C:21]1[C:20]([CH:26]([OH:29])[CH2:27][CH3:28])=[N:19][N:18]([CH2:17][C:16]2[CH:30]=[CH:31][C:13]([O:12][CH3:11])=[CH:14][CH:15]=2)[CH:22]=1)=[O:25])[CH3:7]. (2) The product is: [NH2:1][C:4]1[CH:13]=[CH:12][CH:11]=[C:10]2[C:5]=1[CH:6]=[CH:7][CH:8]=[C:9]2[C:14]([O:16][CH2:17][CH3:18])=[O:15]. Given the reactants [N+:1]([C:4]1[CH:13]=[CH:12][CH:11]=[C:10]2[C:5]=1[CH:6]=[CH:7][CH:8]=[C:9]2[C:14]([O:16][CH2:17][CH3:18])=[O:15])([O-])=O.O1CCCC1, predict the reaction product. (3) Given the reactants CCN(C(C)C)C(C)C.[Cl:10][C:11]1[CH:19]=[CH:18][C:17]([C:20]([F:23])([F:22])[F:21])=[CH:16][C:12]=1[C:13]([OH:15])=O.C1C=CC2N(O)N=NC=2C=1.CCN=C=NCCCN(C)C.Cl.[O:46]=[C:47]([N:64]1[CH2:69][CH2:68][NH:67][CH2:66][CH2:65]1)[CH2:48][NH:49][C:50]([C:52]1[CH:57]=[CH:56][C:55]([C:58]2[CH:63]=[CH:62][CH:61]=[CH:60][CH:59]=2)=[CH:54][CH:53]=1)=[O:51], predict the reaction product. The product is: [Cl:10][C:11]1[CH:19]=[CH:18][C:17]([C:20]([F:23])([F:22])[F:21])=[CH:16][C:12]=1[C:13]([N:67]1[CH2:66][CH2:65][N:64]([C:47](=[O:46])[CH2:48][NH:49][C:50]([C:52]2[CH:57]=[CH:56][C:55]([C:58]3[CH:63]=[CH:62][CH:61]=[CH:60][CH:59]=3)=[CH:54][CH:53]=2)=[O:51])[CH2:69][CH2:68]1)=[O:15]. (4) The product is: [CH3:30][N:34]([CH3:33])[CH2:21][CH:20]([C:14]1[CH:13]=[C:12]2[C:17]([CH2:18][CH2:19][N:10]([S:7]([C:5]3[N:4]=[CH:3][N:2]([CH3:1])[CH:6]=3)(=[O:9])=[O:8])[CH2:11]2)=[CH:16][CH:15]=1)[CH2:23][C:24]1[CH:29]=[CH:28][CH:27]=[CH:26][CH:25]=1. Given the reactants [CH3:1][N:2]1[CH:6]=[C:5]([S:7]([N:10]2[CH2:19][CH2:18][C:17]3[C:12](=[CH:13][C:14]([CH:20]([CH2:23][C:24]4[CH:29]=[CH:28][CH:27]=[CH:26][CH:25]=4)[CH2:21]N)=[CH:15][CH:16]=3)[CH2:11]2)(=[O:9])=[O:8])[N:4]=[CH:3]1.[CH2:30]=O.[B-][C:33]#[N:34].[Na+].O, predict the reaction product.